Dataset: Full USPTO retrosynthesis dataset with 1.9M reactions from patents (1976-2016). Task: Predict the reactants needed to synthesize the given product. (1) The reactants are: Br[C:2]1[CH:7]=[CH:6][CH:5]=[CH:4][C:3]=1[CH2:8][CH2:9][O:10]C1CCCCO1.[Li]CCCC.[B:22](OC(C)C)(OC(C)C)[O:23]C(C)C.Cl. Given the product [B:22]1([OH:23])[C:2]2[CH:7]=[CH:6][CH:5]=[CH:4][C:3]=2[CH2:8][CH2:9][O:10]1, predict the reactants needed to synthesize it. (2) Given the product [OH:41][C@@H:37]1[C@H:36]([O:35][CH3:34])[CH2:40][N:39]([CH2:30][C:28]2[C:27]([CH3:32])=[N:26][N:25]([C:23]3[CH:22]=[CH:21][N:20]=[C:19]([NH:18][C:4]4[C:3]([O:2][CH3:1])=[CH:8][C:7]([N:9]5[CH2:10][CH2:11][O:12][CH2:13][CH2:14]5)=[C:6]([NH:15][C:3](=[O:2])[CH:4]=[CH2:5])[CH:5]=4)[N:24]=3)[CH:29]=2)[CH2:38]1, predict the reactants needed to synthesize it. The reactants are: [CH3:1][O:2][C:3]1[CH:8]=[C:7]([N:9]2[CH2:14][CH2:13][O:12][CH2:11][CH2:10]2)[C:6]([N+:15]([O-])=O)=[CH:5][C:4]=1[NH:18][C:19]1[N:24]=[C:23]([N:25]2[CH:29]=[C:28]([CH:30]=O)[C:27]([CH3:32])=[N:26]2)[CH:22]=[CH:21][N:20]=1.Cl.[CH3:34][O:35][C@@H:36]1[CH2:40][NH:39][CH2:38][C@@H:37]1[OH:41]. (3) Given the product [C:24]([C:21]1[N:20]=[N:19][C:18]([O:17][C:13]2[CH:14]=[C:15]([CH3:16])[C:7]3[CH:6]([CH2:5][C:4]([OH:3])=[O:26])[O:10][B:9]([OH:11])[C:8]=3[CH:12]=2)=[CH:23][CH:22]=1)(=[O:28])[NH2:25].[C:24]([C:21]1[N:20]=[N:19][C:18]([O:17][C:13]2[CH:14]=[C:15]([CH3:16])[C:7]3[CH:6]([CH2:5][C:4]([OH:26])=[O:3])[O:10][B:9]([OH:11])[C:8]=3[CH:12]=2)=[CH:23][CH:22]=1)#[N:25], predict the reactants needed to synthesize it. The reactants are: C([O:3][C:4](=[O:26])[CH2:5][CH:6]1[O:10][B:9]([OH:11])[C:8]2[CH:12]=[C:13]([O:17][C:18]3[N:19]=[N:20][C:21]([C:24]#[N:25])=[CH:22][CH:23]=3)[CH:14]=[C:15]([CH3:16])[C:7]1=2)C.[Li+].[OH-:28].Cl. (4) Given the product [CH2:24]([O:22][C:19]1[CH:18]=[CH:17][C:16](/[CH:15]=[CH:14]/[C:11]2[N:12]([CH2:7][CH2:2][CH2:3][CH3:4])[CH:13]=[C:9]([C:3]3[CH:4]=[CH:5][C:6]([Cl:8])=[CH:7][C:2]=3[Cl:1])[N:10]=2)=[CH:21][CH:20]=1)[CH2:25][CH2:26][CH3:27], predict the reactants needed to synthesize it. The reactants are: [Cl:1][C:2]1[CH:7]=[C:6]([Cl:8])[CH:5]=[CH:4][C:3]=1[C:9]1[N:10]=[C:11](/[CH:14]=[CH:15]/[C:16]2[CH:21]=[CH:20][C:19]([OH:22])=[CH:18][CH:17]=2)[NH:12][CH:13]=1.Br[CH2:24][CH2:25][CH2:26][CH3:27]. (5) Given the product [C:30]([O:33][C@H:34]([C:37]#[C:38][C:39]#[C:40][C@H:41]([NH:51][C:12](=[O:14])[CH2:11][CH2:10][CH2:9][O:8][CH2:1][C:2]1[CH:3]=[CH:4][CH:5]=[CH:6][CH:7]=1)[CH2:42][CH2:43][CH2:44][CH2:45][CH2:46][CH2:47][CH2:48][CH2:49][CH3:50])[CH:35]=[CH2:36])(=[O:32])[CH3:31], predict the reactants needed to synthesize it. The reactants are: [CH2:1]([O:8][CH2:9][CH2:10][CH2:11][C:12]([OH:14])=O)[C:2]1[CH:7]=[CH:6][CH:5]=[CH:4][CH:3]=1.C1CCC(N=C=NC2CCCCC2)CC1.[C:30]([O:33][C@H:34]([C:37]#[C:38][C:39]#[C:40][C@H:41]([NH2:51])[CH2:42][CH2:43][CH2:44][CH2:45][CH2:46][CH2:47][CH2:48][CH2:49][CH3:50])[CH:35]=[CH2:36])(=[O:32])[CH3:31]. (6) Given the product [Cl:3][C:4]1[C:9]([C:10]2[CH:11]=[CH:12][CH:13]=[CH:14][CH:15]=2)=[N:8][N:7]=[C:6]2[N:16]([CH2:21][C:22]([N:24]3[CH2:28][CH2:27][C@@H:26]([F:29])[CH2:25]3)=[O:23])[N:17]=[C:18]([I:19])[C:5]=12, predict the reactants needed to synthesize it. The reactants are: [H-].[Na+].[Cl:3][C:4]1[C:9]([C:10]2[CH:15]=[CH:14][CH:13]=[CH:12][CH:11]=2)=[N:8][N:7]=[C:6]2[NH:16][N:17]=[C:18]([I:19])[C:5]=12.Cl[CH2:21][C:22]([N:24]1[CH2:28][CH2:27][C@@H:26]([F:29])[CH2:25]1)=[O:23].[Li+].[Cl-].